The task is: Predict the reactants needed to synthesize the given product.. This data is from Full USPTO retrosynthesis dataset with 1.9M reactions from patents (1976-2016). Given the product [CH3:20][N:21]([CH3:22])[C:23]1[N:24]=[CH:25][C:26]([C:2]2[N:6]3[N:7]=[C:8]([NH:11][C@H:12]4[CH2:17][CH2:16][C@H:15]([OH:18])[CH2:14][CH2:13]4)[CH:9]=[CH:10][C:5]3=[N:4][CH:3]=2)=[CH:27][CH:28]=1, predict the reactants needed to synthesize it. The reactants are: I[C:2]1[N:6]2[N:7]=[C:8]([NH:11][C@H:12]3[CH2:17][CH2:16][C@H:15]([OH:18])[CH2:14][CH2:13]3)[CH:9]=[CH:10][C:5]2=[N:4][CH:3]=1.O.[CH3:20][N:21]([C:23]1[CH:28]=[CH:27][C:26](B(O)O)=[CH:25][N:24]=1)[CH3:22].[OH-].[Na+].O.